From a dataset of NCI-60 drug combinations with 297,098 pairs across 59 cell lines. Regression. Given two drug SMILES strings and cell line genomic features, predict the synergy score measuring deviation from expected non-interaction effect. (1) Drug 1: CC1=C(C(CCC1)(C)C)C=CC(=CC=CC(=CC(=O)O)C)C. Drug 2: CC(C)NC(=O)C1=CC=C(C=C1)CNNC.Cl. Cell line: CAKI-1. Synergy scores: CSS=17.6, Synergy_ZIP=3.18, Synergy_Bliss=3.16, Synergy_Loewe=2.38, Synergy_HSA=5.27. (2) Synergy scores: CSS=39.6, Synergy_ZIP=-4.45, Synergy_Bliss=-6.49, Synergy_Loewe=-8.58, Synergy_HSA=-2.16. Drug 1: C1=NC2=C(N1)C(=S)N=C(N2)N. Drug 2: C1=NC2=C(N=C(N=C2N1C3C(C(C(O3)CO)O)F)Cl)N. Cell line: 786-0.